Dataset: Reaction yield outcomes from USPTO patents with 853,638 reactions. Task: Predict the reaction yield, written as a fraction of the theoretical maximum amount of product (1.0 means a 100% yield; for example, 0.34 means a 34% yield). (1) The reactants are [Cl:1][C:2]1[CH:8]=[CH:7][C:5]([NH2:6])=[CH:4][CH:3]=1.[CH2:9]([CH:12]([C:18](OCC)=[O:19])[C:13](OCC)=[O:14])[CH2:10][CH3:11]. The catalyst is C1(OC2C=CC=CC=2)C=CC=CC=1. The product is [Cl:1][C:2]1[CH:8]=[C:7]2[C:5](=[CH:4][CH:3]=1)[NH:6][C:13](=[O:14])[C:12]([CH2:9][CH2:10][CH3:11])=[C:18]2[OH:19]. The yield is 0.840. (2) The reactants are Br[C:2]1[N:3]=[CH:4][C:5]2[N:6]([C:8]([C:11]3[CH:18]=[CH:17][C:14]([C:15]#[N:16])=[CH:13][CH:12]=3)=[CH:9][N:10]=2)[CH:7]=1.CC1(C)C(C)(C)OB([C:27]2[CH:28]=[CH:29][C:30]([C:33]([O:35][CH3:36])=[O:34])=[N:31][CH:32]=2)O1.C([O-])([O-])=O.[Na+].[Na+]. The catalyst is CN(C=O)C.O.C1C=CC([P]([Pd]([P](C2C=CC=CC=2)(C2C=CC=CC=2)C2C=CC=CC=2)([P](C2C=CC=CC=2)(C2C=CC=CC=2)C2C=CC=CC=2)[P](C2C=CC=CC=2)(C2C=CC=CC=2)C2C=CC=CC=2)(C2C=CC=CC=2)C2C=CC=CC=2)=CC=1. The product is [C:15]([C:14]1[CH:17]=[CH:18][C:11]([C:8]2[N:6]3[CH:7]=[C:2]([C:27]4[CH:28]=[CH:29][C:30]([C:33]([O:35][CH3:36])=[O:34])=[N:31][CH:32]=4)[N:3]=[CH:4][C:5]3=[N:10][CH:9]=2)=[CH:12][CH:13]=1)#[N:16]. The yield is 0.720.